This data is from Reaction yield outcomes from USPTO patents with 853,638 reactions. The task is: Predict the reaction yield, written as a fraction of the theoretical maximum amount of product (1.0 means a 100% yield; for example, 0.34 means a 34% yield). (1) The reactants are [CH3:1][N:2]([CH3:25])[CH2:3][CH2:4][O:5][C:6]1[C:7]([CH3:24])=[C:8]2[N:13]([CH:14]=1)[N:12]=[CH:11][N:10]=[C:9]2[O:15][C:16]1[CH:21]=[CH:20][C:19]([NH2:22])=[CH:18][C:17]=1[F:23].[ClH:26].CN(C)CCCOC1C(C)=C2N(C=1)N=CN=C2OC1C=CC(N[C:50]([NH:52][C:53](=[O:62])[CH2:54][C:55]2[CH:60]=[CH:59][C:58]([F:61])=[CH:57][CH:56]=2)=[O:51])=CC=1F. No catalyst specified. The product is [ClH:26].[CH3:1][N:2]([CH3:25])[CH2:3][CH2:4][O:5][C:6]1[C:7]([CH3:24])=[C:8]2[N:13]([CH:14]=1)[N:12]=[CH:11][N:10]=[C:9]2[O:15][C:16]1[CH:21]=[CH:20][C:19]([NH:22][C:50]([NH:52][C:53](=[O:62])[CH2:54][C:55]2[CH:60]=[CH:59][C:58]([F:61])=[CH:57][CH:56]=2)=[O:51])=[CH:18][C:17]=1[F:23]. The yield is 0.190. (2) The reactants are [O:1]=[C:2]1[C:10]2[C:5](=[N:6][C:7]([CH:11]=O)=[CH:8][CH:9]=2)[CH2:4][O:3]1.[CH2:13]([NH:15][CH2:16][CH3:17])[CH3:14].C(O[BH-](OC(=O)C)OC(=O)C)(=O)C.[Na+].C([O-])(O)=O.[Na+]. The catalyst is ClC(Cl)C. The product is [CH2:13]([N:15]([CH2:11][C:7]1[N:6]=[C:5]2[CH2:4][O:3][C:2](=[O:1])[C:10]2=[CH:9][CH:8]=1)[CH2:16][CH3:17])[CH3:14]. The yield is 0.610. (3) The reactants are [NH:1]1[CH2:6][CH2:5][NH:4][CH2:3][CH2:2]1.[F:7][C:8]1[CH:16]=[C:15]2[C:11]([C:12]([C:17]3[CH:32]=[CH:31][C:20]4[N:21]=[C:22]([CH2:24][NH:25][S:26]([CH:29]=[CH2:30])(=[O:28])=[O:27])[O:23][C:19]=4[CH:18]=3)=[CH:13][NH:14]2)=[CH:10][CH:9]=1.[NH4+].[Cl-]. The catalyst is CC#N.C1COCC1. The product is [F:7][C:8]1[CH:16]=[C:15]2[C:11]([C:12]([C:17]3[CH:32]=[CH:31][C:20]4[N:21]=[C:22]([CH2:24][NH:25][S:26]([CH2:29][CH2:30][N:1]5[CH2:6][CH2:5][NH:4][CH2:3][CH2:2]5)(=[O:28])=[O:27])[O:23][C:19]=4[CH:18]=3)=[CH:13][NH:14]2)=[CH:10][CH:9]=1. The yield is 0.350. (4) The reactants are C(O[CH:4]=[C:5]([C:9](=O)[CH3:10])[C:6](=[O:8])[CH3:7])C.[F:12][C:13]([F:18])([F:17])[CH2:14][NH:15][NH2:16].Cl. The catalyst is CO. The product is [CH3:10][C:9]1[N:15]([CH2:14][C:13]([F:18])([F:17])[F:12])[N:16]=[CH:4][C:5]=1[C:6](=[O:8])[CH3:7]. The yield is 0.510. (5) The reactants are [CH2:1]([O:3][C:4](=[O:25])[CH:5](O)[C:6]1[N:10]2[CH:11]=[C:12]([CH3:15])[CH:13]=[CH:14][C:9]2=[N:8][C:7]=1[C:16]1[CH:21]=[CH:20][C:19]([O:22][CH3:23])=[CH:18][CH:17]=1)[CH3:2]. The catalyst is C(Cl)Cl.CCOC(C)=O. The product is [CH2:1]([O:3][C:4](=[O:25])[CH2:5][C:6]1[N:10]2[CH:11]=[C:12]([CH3:15])[CH:13]=[CH:14][C:9]2=[N:8][C:7]=1[C:16]1[CH:17]=[CH:18][C:19]([O:22][CH3:23])=[CH:20][CH:21]=1)[CH3:2]. The yield is 0.420. (6) The reactants are [CH3:1][O:2][C:3]1[C:4]([NH:14][C:15](=[O:19])OCC)=[N:5][C:6]2[C:11]([N:12]=1)=[CH:10][C:9]([CH3:13])=[CH:8][CH:7]=2.[CH3:20][O:21][C:22]1[CH:23]=[C:24]([N:28]2[CH2:33][CH2:32][NH:31][CH2:30][CH2:29]2)[CH:25]=[CH:26][CH:27]=1. No catalyst specified. The product is [CH3:1][O:2][C:3]1[C:4]([NH:14][C:15]([N:31]2[CH2:30][CH2:29][N:28]([C:24]3[CH:25]=[CH:26][CH:27]=[C:22]([O:21][CH3:20])[CH:23]=3)[CH2:33][CH2:32]2)=[O:19])=[N:5][C:6]2[C:11]([N:12]=1)=[CH:10][C:9]([CH3:13])=[CH:8][CH:7]=2. The yield is 0.890. (7) The reactants are [Br:1][C:2]1[CH:7]=[CH:6][C:5]([NH:8][C:9](=[NH:21])[C:10]([C:13]2[C:18]([Cl:19])=[CH:17][CH:16]=[CH:15][C:14]=2[Cl:20])([CH3:12])[CH3:11])=[C:4]([F:22])[CH:3]=1.C([O-])([O-])=O.[K+].[K+].Br[CH2:30][C:31](=[O:37])[C:32]([O:34][CH2:35][CH3:36])=[O:33].Cl. The catalyst is C1(C)C=CC=CC=1.C1COCC1. The product is [Br:1][C:2]1[CH:7]=[CH:6][C:5]([N:8]2[CH2:30][C:31]([OH:37])([C:32]([O:34][CH2:35][CH3:36])=[O:33])[N:21]=[C:9]2[C:10]([C:13]2[C:14]([Cl:20])=[CH:15][CH:16]=[CH:17][C:18]=2[Cl:19])([CH3:11])[CH3:12])=[C:4]([F:22])[CH:3]=1. The yield is 0.960.